From a dataset of Catalyst prediction with 721,799 reactions and 888 catalyst types from USPTO. Predict which catalyst facilitates the given reaction. Reactant: [Br:1][C:2]1[C:3]([C:12]([F:15])([F:14])[F:13])=[N:4][NH:5][C:6]=1[C:7]([O:9][CH2:10][CH3:11])=[O:8].C([O-])([O-])=O.[K+].[K+].Cl[CH2:23][C:24]1[CH:29]=[CH:28][C:27]([O:30][CH3:31])=[CH:26][CH:25]=1.C(OCC)(=O)C. Product: [Br:1][C:2]1[C:3]([C:12]([F:13])([F:15])[F:14])=[N:4][N:5]([CH2:23][C:24]2[CH:29]=[CH:28][C:27]([O:30][CH3:31])=[CH:26][CH:25]=2)[C:6]=1[C:7]([O:9][CH2:10][CH3:11])=[O:8]. The catalyst class is: 3.